This data is from Catalyst prediction with 721,799 reactions and 888 catalyst types from USPTO. The task is: Predict which catalyst facilitates the given reaction. (1) Reactant: [OH:1][C:2]1[C:6]2[CH:7]=[N:8][CH:9]=[CH:10][C:5]=2[O:4][C:3]=1C(OCC)=O. Product: [O:4]1[C:5]2[CH:10]=[CH:9][N:8]=[CH:7][C:6]=2[C:2](=[O:1])[CH2:3]1. The catalyst class is: 33. (2) Reactant: [C:1]([O:5][C:6]([N:8]1[CH2:13][CH2:12][N:11]([C:14]2[CH:19]=[CH:18][C:17]([F:20])=[CH:16][C:15]=2[C:21]([O:23]C)=[O:22])[CH2:10][CH2:9]1)=[O:7])([CH3:4])([CH3:3])[CH3:2].[Li+].[OH-]. The catalyst class is: 1. Product: [C:1]([O:5][C:6]([N:8]1[CH2:13][CH2:12][N:11]([C:14]2[CH:19]=[CH:18][C:17]([F:20])=[CH:16][C:15]=2[C:21]([OH:23])=[O:22])[CH2:10][CH2:9]1)=[O:7])([CH3:4])([CH3:2])[CH3:3]. (3) Reactant: [Cl:1][C:2]1[CH:3]=[C:4]([CH2:14][C:15]2[O:19][C:18]([C:20](O)=[O:21])=[CH:17][CH:16]=2)[C:5]2[O:9][C:8]([CH:10]([CH3:12])[CH3:11])=[CH:7][C:6]=2[CH:13]=1.C(Cl)(=O)C(Cl)=O.[NH2:29][CH2:30][CH:31]1[CH2:36][CH2:35][N:34]([C:37]([O:39][C:40]([CH3:43])([CH3:42])[CH3:41])=[O:38])[CH2:33][CH2:32]1.N1C=CC=CC=1. Product: [Cl:1][C:2]1[CH:3]=[C:4]([CH2:14][C:15]2[O:19][C:18]([C:20]([NH:29][CH2:30][CH:31]3[CH2:36][CH2:35][N:34]([C:37]([O:39][C:40]([CH3:43])([CH3:42])[CH3:41])=[O:38])[CH2:33][CH2:32]3)=[O:21])=[CH:17][CH:16]=2)[C:5]2[O:9][C:8]([CH:10]([CH3:11])[CH3:12])=[CH:7][C:6]=2[CH:13]=1. The catalyst class is: 85. (4) Reactant: ClC(Cl)(O[C:5](=[O:11])OC(Cl)(Cl)Cl)Cl.[Br:13][C:14]1[C:19]([CH3:20])=[CH:18][C:17]([NH2:21])=[CH:16][C:15]=1[CH3:22].O. Product: [Br:13][C:14]1[C:19]([CH3:20])=[CH:18][C:17]([N:21]=[C:5]=[O:11])=[CH:16][C:15]=1[CH3:22]. The catalyst class is: 12. (5) Reactant: [CH3:1][C:2]1[NH:3][C:4](=[O:17])[C:5]2[C:10]([CH3:11])=[C:9]([C:12]([O:14][CH2:15][CH3:16])=[O:13])[S:8][C:6]=2[N:7]=1.C(=O)([O-])[O-].[K+].[K+].[CH2:24](Cl)[C:25]1[CH:30]=[CH:29][CH:28]=[CH:27][CH:26]=1. Product: [CH2:24]([N:3]1[C:4](=[O:17])[C:5]2[C:10]([CH3:11])=[C:9]([C:12]([O:14][CH2:15][CH3:16])=[O:13])[S:8][C:6]=2[N:7]=[C:2]1[CH3:1])[C:25]1[CH:30]=[CH:29][CH:28]=[CH:27][CH:26]=1. The catalyst class is: 10. (6) Product: [O:12]1[C:9]2=[N:10][CH:11]=[C:6]([CH2:4][OH:3])[CH:7]=[C:8]2[CH:14]=[CH:13]1. The catalyst class is: 1. Reactant: C([O:3][C:4]([C:6]1[CH:7]=[C:8]2[CH:14]=[CH:13][O:12][C:9]2=[N:10][CH:11]=1)=O)C.[H-].[H-].[H-].[H-].[Li+].[Al+3]. (7) Reactant: [CH3:1][C:2]1([CH3:37])[CH2:11][CH:10]=[C:9]([C:12]2[CH:17]=[CH:16][C:15]([CH3:18])=[CH:14][CH:13]=2)[C:8]2[CH:7]=[C:6]([C:19]([O:21][C:22]3[CH:36]=[CH:35][C:25]([C:26]([O:28]CC[Si](C)(C)C)=[O:27])=[CH:24][CH:23]=3)=[O:20])[CH:5]=[CH:4][C:3]1=2.[F-].C([N+](CCCC)(CCCC)CCCC)CCC.C(OCC)(=O)C. Product: [CH3:1][C:2]1([CH3:37])[CH2:11][CH:10]=[C:9]([C:12]2[CH:17]=[CH:16][C:15]([CH3:18])=[CH:14][CH:13]=2)[C:8]2[CH:7]=[C:6]([C:19]([O:21][C:22]3[CH:23]=[CH:24][C:25]([C:26]([OH:28])=[O:27])=[CH:35][CH:36]=3)=[O:20])[CH:5]=[CH:4][C:3]1=2. The catalyst class is: 1. (8) Reactant: [CH3:1][C:2]1[CH:7]=[CH:6][C:5]([C:8]2[C:9]([NH2:14])=[CH:10][CH:11]=[CH:12][CH:13]=2)=[CH:4][CH:3]=1.[C:15](OC(=O)C)(=[O:17])[CH3:16].N1C=CC=CC=1.[Cl-].[NH4+].Cl. Product: [CH3:1][C:2]1[CH:3]=[CH:4][C:5]([C:8]2[CH:13]=[CH:12][CH:11]=[CH:10][C:9]=2[NH:14][C:15](=[O:17])[CH3:16])=[CH:6][CH:7]=1. The catalyst class is: 154. (9) Reactant: [CH:1]1([CH2:7][CH2:8][CH2:9][C@@H:10]([C:15]2[O:19][N:18]=[C:17]([CH2:20][O:21][CH2:22][C:23]([O:25][CH2:26][CH3:27])=[O:24])[N:16]=2)[CH2:11][C:12](O)=[O:13])[CH2:6][CH2:5][CH2:4][CH2:3][CH2:2]1.CN1CCOCC1.ClC(OCC(C)C)=O.C[Si](C)(C)[O:45][NH2:46]. Product: [CH:1]1([CH2:7][CH2:8][CH2:9][C@@H:10]([C:15]2[O:19][N:18]=[C:17]([CH2:20][O:21][CH2:22][C:23]([O:25][CH2:26][CH3:27])=[O:24])[N:16]=2)[CH2:11][C:12]([NH:46][OH:45])=[O:13])[CH2:6][CH2:5][CH2:4][CH2:3][CH2:2]1. The catalyst class is: 83.